This data is from Forward reaction prediction with 1.9M reactions from USPTO patents (1976-2016). The task is: Predict the product of the given reaction. (1) Given the reactants [F:1][C:2]([F:13])([F:12])[CH:3]([C:5]1[CH:10]=[CH:9][C:8]([OH:11])=[CH:7][CH:6]=1)O.N1C=CC=CC=1.S(Cl)([Cl:22])=O, predict the reaction product. The product is: [Cl:22][CH:3]([C:5]1[CH:10]=[CH:9][C:8]([OH:11])=[CH:7][CH:6]=1)[C:2]([F:13])([F:12])[F:1]. (2) Given the reactants [CH3:1][C:2]1[NH:3][C:4]2[C:9]([CH:10]=1)=[CH:8][C:7]([N+:11]([O-:13])=[O:12])=[CH:6][CH:5]=2.C(=O)([O-])[O-].[K+].[K+].[Cl:20][C:21]1[CH:28]=[CH:27][C:24]([CH2:25]Cl)=[CH:23][CH:22]=1, predict the reaction product. The product is: [Cl:20][C:21]1[CH:28]=[CH:27][C:24]([CH2:25][N:3]2[C:4]3[C:9](=[CH:8][C:7]([N+:11]([O-:13])=[O:12])=[CH:6][CH:5]=3)[CH:10]=[C:2]2[CH3:1])=[CH:23][CH:22]=1. (3) The product is: [Cl:1][C:2]1[CH:3]=[C:4]([CH:8]=[CH:9][CH:10]=1)[C:5]([N:19]([O:28][CH3:27])[CH3:21])=[O:6]. Given the reactants [Cl:1][C:2]1[CH:3]=[C:4]([CH:8]=[CH:9][CH:10]=1)[C:5](O)=[O:6].CCN=C=NCCC[N:19]([CH3:21])C.Cl.Cl.CN([CH:27]=[O:28])C, predict the reaction product. (4) The product is: [CH2:12]([O:16][CH2:15][C:14]1[CH:13]=[CH:17][CH:20]=[CH:19][CH:18]=1)[C:2]1[CH:7]=[CH:6][CH:5]=[CH:4][CH:3]=1. Given the reactants O.[C:2]1([CH3:12])[CH:7]=[CH:6][C:5](S(O)(=O)=O)=[CH:4][CH:3]=1.[CH2:13]1[CH2:17][O:16][CH2:15][CH2:14]1.[CH2:18](Br)[C:19]1C=CC=C[CH:20]=1.C(=O)([O-])[O-].[Cs+].[Cs+], predict the reaction product. (5) Given the reactants Cl[C:2]1[C:3]2[C:10]([C:11]3[CH:16]=[CH:15][C:14]([CH3:17])=[CH:13][CH:12]=3)=[CH:9][NH:8][C:4]=2[N:5]=[CH:6][N:7]=1.[NH3:18], predict the reaction product. The product is: [NH2:18][C:2]1[C:3]2[C:10]([C:11]3[CH:16]=[CH:15][C:14]([CH3:17])=[CH:13][CH:12]=3)=[CH:9][NH:8][C:4]=2[N:5]=[CH:6][N:7]=1.